The task is: Predict the reactants needed to synthesize the given product.. This data is from Full USPTO retrosynthesis dataset with 1.9M reactions from patents (1976-2016). (1) Given the product [CH3:12][O:13][C:14]1[CH:10]=[CH:11][C:16]([CH2:15][CH:21]([CH2:25][CH2:40][C:39]2[CH:38]=[CH:37][CH:36]=[CH:43][CH:42]=2)[C:22]([OH:24])=[O:23])=[CH:17][CH:18]=1, predict the reactants needed to synthesize it. The reactants are: C(NC(C)C)(C)C.[H-].[Na+].[CH2:10]1[CH2:14][O:13][CH2:12][CH2:11]1.[C:15]1([CH:21]([CH2:25]C)[C:22]([OH:24])=[O:23])C=C[CH:18]=[CH:17][CH:16]=1.[H][H].[Li]CCCC.CO[C:36]1[CH:43]=[CH:42][C:39]([CH2:40]Cl)=[CH:38][CH:37]=1. (2) Given the product [N:1]1[CH:6]=[CH:5][CH:4]=[CH:3][C:2]=1[N:7]1[CH2:8][CH2:9][N:10]([CH2:14][C:15]2[NH:19][C:18]3[CH:20]=[CH:21][CH:22]=[CH:23][C:17]=3[N:16]=2)[CH2:11][CH2:12]1, predict the reactants needed to synthesize it. The reactants are: [N:1]1[CH:6]=[CH:5][CH:4]=[CH:3][C:2]=1[N:7]1[CH2:12][CH2:11][NH:10][CH2:9][CH2:8]1.Cl[CH2:14][C:15]1[NH:16][C:17]2[CH:23]=[CH:22][CH:21]=[CH:20][C:18]=2[N:19]=1.C(N(CC)CC)C. (3) Given the product [F:1][C:2]1[CH:30]=[CH:29][C:5]([CH2:6][C:7]2[NH:8][C:9]([C:22]3[CH:27]=[CH:26][CH:25]=[C:24]([CH3:28])[N:23]=3)=[C:10]([C:12]3[CH:13]=[C:14]4[C:19](=[CH:20][CH:21]=3)[N:18]=[CH:17][CH:16]=[CH:15]4)[N:11]=2)=[CH:4][C:3]=1[NH2:31], predict the reactants needed to synthesize it. The reactants are: [F:1][C:2]1[CH:30]=[CH:29][C:5]([CH2:6][C:7]2[NH:8][C:9]([C:22]3[CH:27]=[CH:26][CH:25]=[C:24]([CH3:28])[N:23]=3)=[C:10]([C:12]3[CH:13]=[C:14]4[C:19](=[CH:20][CH:21]=3)[N:18]=[CH:17][CH:16]=[CH:15]4)[N:11]=2)=[CH:4][C:3]=1[N+:31]([O-])=O.C([O-])=O.[NH4+]. (4) Given the product [Cl:1][C:2]1[CH:7]=[C:6]2[NH:8][C:9](=[O:41])[C:10]3([CH:15]([C:16]4[CH:21]=[C:20]([Cl:22])[CH:19]=[CH:18][C:17]=4[O:23][C:24]([C:27]([O:29][CH3:30])=[O:28])([CH3:26])[CH3:25])[CH2:14][C:13](=[S:43])[NH:12][CH:11]3[C:32]3[CH:37]=[C:36]([F:38])[C:35]([F:39])=[CH:34][C:33]=3[CH3:40])[C:5]2=[CH:4][CH:3]=1, predict the reactants needed to synthesize it. The reactants are: [Cl:1][C:2]1[CH:7]=[C:6]2[NH:8][C:9](=[O:41])[C:10]3([CH:15]([C:16]4[CH:21]=[C:20]([Cl:22])[CH:19]=[CH:18][C:17]=4[O:23][C:24]([C:27]([O:29][CH3:30])=[O:28])([CH3:26])[CH3:25])[CH2:14][C:13](=O)[NH:12][CH:11]3[C:32]3[CH:37]=[C:36]([F:38])[C:35]([F:39])=[CH:34][C:33]=3[CH3:40])[C:5]2=[CH:4][CH:3]=1.P12(SP3(SP(SP(S3)(S1)=S)(=S)S2)=S)=[S:43]. (5) Given the product [Br:12][C:6]1[CH:7]=[CH:8][C:9]([F:11])=[CH:10][C:5]=1[SH:4], predict the reactants needed to synthesize it. The reactants are: CN(C)C(=O)[S:4][C:5]1[CH:10]=[C:9]([F:11])[CH:8]=[CH:7][C:6]=1[Br:12]. (6) Given the product [F:45][C:39]1[CH:40]=[C:41]([F:44])[CH:42]=[CH:43][C:38]=1[NH:37][C:35](=[O:36])[CH2:34][N:22]1[C:23](=[O:24])[C:18]2[C:17]([CH3:26])=[C:16]([C:14]([N:11]3[CH2:10][CH2:9][N:8]([C:3]4[CH:4]=[CH:5][CH:6]=[CH:7][C:2]=4[F:1])[CH2:13][CH2:12]3)=[O:15])[S:25][C:19]=2[N:20]=[CH:21]1, predict the reactants needed to synthesize it. The reactants are: [F:1][C:2]1[CH:7]=[CH:6][CH:5]=[CH:4][C:3]=1[N:8]1[CH2:13][CH2:12][N:11]([C:14]([C:16]2[S:25][C:19]3[N:20]=[CH:21][NH:22][C:23](=[O:24])[C:18]=3[C:17]=2[CH3:26])=[O:15])[CH2:10][CH2:9]1.C([O-])([O-])=O.[K+].[K+].Cl[CH2:34][C:35]([NH:37][C:38]1[CH:43]=[CH:42][C:41]([F:44])=[CH:40][C:39]=1[F:45])=[O:36]. (7) Given the product [CH2:11]1[CH2:12][N:1]2[C:2]3[C:3]([CH2:16][CH2:15][CH2:27]2)=[C:4]([OH:8])[CH:5]=[CH:6][C:7]=3[CH2:10]1, predict the reactants needed to synthesize it. The reactants are: [NH2:1][C:2]1[CH:3]=[C:4]([OH:8])[CH:5]=[CH:6][CH:7]=1.Br[CH2:10][CH2:11][CH2:12]Cl.[Na+].[CH2:15]([C:27]1C=CC=CC=1S([O-])(=O)=O)[CH2:16]CCCCCCCCCC.O.O.P([O-])(O)(O)=O.[Na+].